Dataset: Peptide-MHC class I binding affinity with 185,985 pairs from IEDB/IMGT. Task: Regression. Given a peptide amino acid sequence and an MHC pseudo amino acid sequence, predict their binding affinity value. This is MHC class I binding data. (1) The peptide sequence is AVRLVVGPL. The MHC is HLA-B27:05 with pseudo-sequence HLA-B27:05. The binding affinity (normalized) is 0.0847. (2) The peptide sequence is KVFPYALINK. The MHC is HLA-A26:01 with pseudo-sequence HLA-A26:01. The binding affinity (normalized) is 0. (3) The MHC is HLA-A24:03 with pseudo-sequence HLA-A24:03. The binding affinity (normalized) is 0.0847. The peptide sequence is ISKANWMTY.